From a dataset of Full USPTO retrosynthesis dataset with 1.9M reactions from patents (1976-2016). Predict the reactants needed to synthesize the given product. (1) Given the product [N:14]([CH2:13][CH2:12][O:11][CH2:10][CH2:9][O:8][CH2:7][CH2:6][O:5][C:27]1[CH:28]=[CH:29][CH:30]=[C:31]2[C:26]=1[N:25]=[CH:24][CH:33]=[CH:32]2)=[N+:15]=[N-:16], predict the reactants needed to synthesize it. The reactants are: CS([O:5][CH2:6][CH2:7][O:8][CH2:9][CH2:10][O:11][CH2:12][CH2:13][N:14]=[N+:15]=[N-:16])(=O)=O.C([O-])([O-])=O.[Na+].[Na+].O[C:24]1[CH:33]=[CH:32][C:31]2[C:26](=[CH:27][CH:28]=[CH:29][CH:30]=2)[N:25]=1.CN(C=O)C. (2) Given the product [OH:15][N:14]=[C:1]([C:4]1[CH:5]=[C:6]([CH:10]=[CH:11][CH:12]=1)[C:7]([OH:9])=[O:8])[CH3:2], predict the reactants needed to synthesize it. The reactants are: [C:1]([C:4]1[CH:5]=[C:6]([CH:10]=[CH:11][CH:12]=1)[C:7]([OH:9])=[O:8])(=O)[CH3:2].Cl.[NH2:14][OH:15].C([O-])(=O)C.[Na+].O. (3) Given the product [CH2:9]([N:4]1[CH2:2][CH2:1][CH:7]([NH2:10])[CH2:6][CH2:5]1)[CH3:8], predict the reactants needed to synthesize it. The reactants are: [CH:1](=O)[CH3:2].[NH:4]1[CH2:9][CH2:8][CH:7]([NH:10]C(=O)OC(C)(C)C)[CH2:6][CH2:5]1. (4) The reactants are: [CH2:1]([O:8][C:9]1[CH:10]=[C:11]([CH:13]=[CH:14][CH:15]=1)[NH2:12])[C:2]1[CH:7]=[CH:6][CH:5]=[CH:4][CH:3]=1.[NH2:16][CH2:17][C:18]([CH3:21])([OH:20])[CH3:19].[CH3:22][O:23][CH2:24][CH2:25][C:26](Cl)=O.C(OC1C=[CH:42][C:40]([NH2:41])=[CH:39]C=1)C1C=CC=CC=1.C(N)CC.C([O:50][CH2:51][C:52](Cl)=[O:53])C.C(OC1C=CC2[C:67]3[N:75](CC(C)(O)C)C(CCOC)=[N:73][C:68]=3[CH:69]=NC=2C=1)C1C=CC=CC=1.NC1C2N=C(CCOC)N(CC(O)(C)C)C=2C2C=CC(O)=CC=2N=1.BrCC1OCCO1.C(=O)([O-])[O-].[K+].[K+]. Given the product [CH2:1]([O:8][C:9]1[CH:15]=[CH:14][C:13]2[C:39]3[N:16]([CH2:17][C:18]([CH3:21])([OH:20])[CH3:19])[C:26]([CH2:25][CH2:24][O:23][CH3:22])=[N:41][C:40]=3[CH:42]=[N:12][C:11]=2[CH:10]=1)[C:2]1[CH:3]=[CH:4][CH:5]=[CH:6][CH:7]=1.[NH2:75][C:67]1[C:68]2[N:73]=[C:26]([CH2:25][CH2:24][O:23][CH3:22])[N:16]([CH2:17][C:18]([CH3:21])([OH:20])[CH3:19])[C:69]=2[C:13]2[CH:14]=[CH:15][C:9]([O:8][CH2:1][CH:2]3[O:50][CH2:51][CH2:52][O:53]3)=[CH:10][C:11]=2[N:12]=1, predict the reactants needed to synthesize it. (5) Given the product [C:12]([O:16][C:17]([N:19]1[CH2:24][CH2:23][CH:22]([O:25][C:26]2[CH:31]=[CH:30][C:29]([Br:32])=[CH:28][C:27]=2/[CH:33]=[C:6]2\[C:7](=[O:11])[NH:8][C:9]3[C:5]\2=[CH:4][CH:3]=[C:2]([Cl:1])[CH:10]=3)[CH2:21][CH2:20]1)=[O:18])([CH3:15])([CH3:14])[CH3:13], predict the reactants needed to synthesize it. The reactants are: [Cl:1][C:2]1[CH:10]=[C:9]2[C:5]([CH2:6][C:7](=[O:11])[NH:8]2)=[CH:4][CH:3]=1.[C:12]([O:16][C:17]([N:19]1[CH2:24][CH2:23][CH:22]([O:25][C:26]2[CH:31]=[CH:30][C:29]([Br:32])=[CH:28][C:27]=2[CH:33]=O)[CH2:21][CH2:20]1)=[O:18])([CH3:15])([CH3:14])[CH3:13].N1CCCCC1. (6) Given the product [NH2:25][C:22]1[N:23]=[CH:24][C:19]([C:11]2[C:10]([F:26])=[C:9]([C:14]([CH:15]3[CH2:18][CH2:17][CH2:16]3)=[CH:13][CH:12]=2)[O:8][C:5]2[N:4]=[CH:3][C:2]([C:35]3[CH:36]=[N:37][C:38]([NH2:41])=[N:39][CH:40]=3)=[CH:7][N:6]=2)=[N:20][CH:21]=1, predict the reactants needed to synthesize it. The reactants are: Br[C:2]1[CH:3]=[N:4][C:5]([O:8][C:9]2[C:10]([F:26])=[C:11]([C:19]3[N:20]=[CH:21][C:22]([NH2:25])=[N:23][CH:24]=3)[CH:12]=[CH:13][C:14]=2[CH:15]2[CH2:18][CH2:17][CH2:16]2)=[N:6][CH:7]=1.CC1(C)C(C)(C)OB([C:35]2[CH:36]=[N:37][C:38]([NH2:41])=[N:39][CH:40]=2)O1.O1CCOCC1.C([O-])([O-])=O.[Na+].[Na+]. (7) Given the product [CH3:16][O:15][C:7]1[C:5]2[N:6]=[CH:2][S:3][C:4]=2[CH:10]=[C:9]([C:11]([O:13][CH3:14])=[O:12])[CH:8]=1, predict the reactants needed to synthesize it. The reactants are: N[C:2]1[S:3][C:4]2[CH:10]=[C:9]([C:11]([O:13][CH3:14])=[O:12])[CH:8]=[C:7]([O:15][CH3:16])[C:5]=2[N:6]=1.N(OCCC(C)C)=O.